This data is from Peptide-MHC class II binding affinity with 134,281 pairs from IEDB. The task is: Regression. Given a peptide amino acid sequence and an MHC pseudo amino acid sequence, predict their binding affinity value. This is MHC class II binding data. (1) The peptide sequence is AARLLSIRAMSTKFS. The MHC is DRB4_0101 with pseudo-sequence DRB4_0103. The binding affinity (normalized) is 0.607. (2) The peptide sequence is ISYGGGWRLSAQWQK. The MHC is DRB1_0802 with pseudo-sequence DRB1_0802. The binding affinity (normalized) is 0.243.